This data is from Full USPTO retrosynthesis dataset with 1.9M reactions from patents (1976-2016). The task is: Predict the reactants needed to synthesize the given product. The reactants are: [C:1]1([S:7](Cl)(=[O:9])=[O:8])C=[CH:5][CH:4]=[CH:3][CH:2]=1.C(O[C:16](=[O:35])[NH:17][C@H:18]([C:23](=[O:34])[NH:24][CH:25]1[CH2:31][CH:30]([CH3:32])[CH2:29][NH:28][CH2:27][CH:26]1[OH:33])[CH2:19][CH:20]([CH3:22])[CH3:21])(C)(C)C.C(OC(=O)[NH:42][C@H](C(=O)NC1CCCNCC1O)CC(C)C)(C)(C)C.[O:60]1[C:64]2[CH:65]=[CH:66][CH:67]=[CH:68][C:63]=2[CH:62]=[C:61]1C(O)=O.O1C2C=CC(C(O)=O)=CC=2OC1. Given the product [CH3:22][CH:20]([CH3:21])[CH2:19][C@H:18]([NH:17][C:16]([C:61]1[O:60][C:64]2[CH:65]=[CH:66][CH:67]=[CH:68][C:63]=2[CH:62]=1)=[O:35])[C:23](=[O:34])[NH:24][CH:25]1[CH2:31][CH:30]([CH3:32])[CH2:29][N:28]([S:7]([C:1]2[CH:2]=[CH:3][CH:4]=[CH:5][N:42]=2)(=[O:9])=[O:8])[CH2:27][C:26]1=[O:33], predict the reactants needed to synthesize it.